This data is from Catalyst prediction with 721,799 reactions and 888 catalyst types from USPTO. The task is: Predict which catalyst facilitates the given reaction. (1) Reactant: [O:1]=[C:2]1[C:7]2[C:8]([C:18]3[CH:19]=[C:20]([C:23]([NH2:25])=[O:24])[S:21][CH:22]=3)=[N:9][N:10]([CH:11]3[CH2:16][CH2:15][C:14](=[O:17])[CH2:13][CH2:12]3)[C:6]=2[CH:5]=[CH:4][NH:3]1.Cl. Product: [OH:17][C:14]1([C:11]2[CH:16]=[CH:15][CH:14]=[CH:13][CH:12]=2)[CH2:13][CH2:12][CH:11]([N:10]2[C:6]3[CH:5]=[CH:4][NH:3][C:2](=[O:1])[C:7]=3[C:8]([C:18]3[CH:19]=[C:20]([C:23]([NH2:25])=[O:24])[S:21][CH:22]=3)=[N:9]2)[CH2:16][CH2:15]1. The catalyst class is: 1. (2) Reactant: [C:1]([OH:9])(=[O:8])[CH2:2][CH2:3][CH2:4][CH2:5][C:6]#[CH:7].Cl[C:11]1[N:16]=[C:15]([C:17]2[CH:22]=[CH:21][CH:20]=[CH:19][CH:18]=2)[C:14]([C:23]2[CH:28]=[CH:27][CH:26]=[CH:25][CH:24]=2)=[CH:13][N:12]=1. Product: [C:17]1([C:15]2[C:14]([C:23]3[CH:24]=[CH:25][CH:26]=[CH:27][CH:28]=3)=[CH:13][N:12]=[C:11]([C:7]#[C:6][CH2:5][CH2:4][CH2:3][CH2:2][C:1]([OH:9])=[O:8])[N:16]=2)[CH:22]=[CH:21][CH:20]=[CH:19][CH:18]=1. The catalyst class is: 337. (3) Product: [C:45]([O:44][C:42](=[O:43])[NH:49][C@H:50]([C:55](=[O:56])[NH:20][CH:23]1[CH2:39][CH2:38][N:27]2[C:28](=[O:37])[C:29]3[CH:30]=[CH:31][CH:32]=[CH:33][C:34]=3[C:35](=[O:36])[N:26]2[CH2:25][CH:24]1[OH:40])[CH2:51][CH:52]([CH3:53])[CH3:54])([CH3:46])([CH3:48])[CH3:47]. The catalyst class is: 249. Reactant: C1(P(C2C=CC=CC=2)C2C=CC=CC=2)C=CC=CC=1.[N:20]([CH:23]1[CH2:39][CH2:38][N:27]2[C:28](=[O:37])[C:29]3[CH:30]=[CH:31][CH:32]=[CH:33][C:34]=3[C:35](=[O:36])[N:26]2[CH2:25][CH:24]1[OH:40])=[N+]=[N-].O.[C:42]([NH:49][C@H:50]([C:55](O)=[O:56])[CH2:51][CH:52]([CH3:54])[CH3:53])([O:44][C:45]([CH3:48])([CH3:47])[CH3:46])=[O:43].ON1C2C=CC=CC=2N=N1.Cl.CN(C)CCCN=C=NCC.C(N(CC)C(C)C)(C)C.